From a dataset of Full USPTO retrosynthesis dataset with 1.9M reactions from patents (1976-2016). Predict the reactants needed to synthesize the given product. (1) Given the product [OH:8][CH2:9][CH2:10][CH2:11][C:12]1[N:13]=[C:14]([C:33]2[CH:34]=[CH:35][C:36]([C:39]([F:40])([F:41])[F:42])=[CH:37][CH:38]=2)[S:15][C:16]=1[CH2:17][O:18][C:19]1[CH:24]=[CH:23][C:22]([C:25]2[NH:29][C:28](=[O:30])[O:27][N:26]=2)=[C:21]([O:31][CH3:32])[CH:20]=1, predict the reactants needed to synthesize it. The reactants are: C([O:8][CH2:9][CH2:10][CH2:11][C:12]1[N:13]=[C:14]([C:33]2[CH:38]=[CH:37][C:36]([C:39]([F:42])([F:41])[F:40])=[CH:35][CH:34]=2)[S:15][C:16]=1[CH2:17][O:18][C:19]1[CH:24]=[CH:23][C:22]([C:25]2[NH:29][C:28](=[O:30])[O:27][N:26]=2)=[C:21]([O:31][CH3:32])[CH:20]=1)C1C=CC=CC=1.I[Si](C)(C)C.CO.C(=O)(O)[O-].[Na+]. (2) Given the product [Cl:1][C:2]1[CH:3]=[CH:4][C:5]2[N:6]([C:8]([C:12]3[CH:16]=[CH:15][S:14][CH:13]=3)=[CH:9][N:10]=2)[N:7]=1, predict the reactants needed to synthesize it. The reactants are: [Cl:1][C:2]1[CH:3]=[CH:4][C:5]2[N:6]([CH:8]=[CH:9][N:10]=2)[N:7]=1.Br[C:12]1[CH:16]=[CH:15][S:14][CH:13]=1.C(=O)([O-])[O-].[K+].[K+].C1(P(C2C=CC=CC=2)C2C=CC=CC=2)C=CC=CC=1.C([O-])(=O)C.[K+]. (3) The reactants are: FC1[CH:7]=[CH:6][C:5]([C@@H:8]2[O:12][CH:11]=[N:10][C@H:9]2C([O-])=O)=[CH:4]C=1.[K+].Cl.C(N(CC)CC)C.C1C=CC2N(O)N=NC=2C=1.CCN=C=NCCCN(C)C.CC1CCNCC1. Given the product [CH3:4][CH:5]1[CH2:8][CH2:9][N:10]([CH:11]=[O:12])[CH2:7][CH2:6]1, predict the reactants needed to synthesize it. (4) Given the product [C:50]([CH:44]([C:40]1[CH:39]=[C:38]([C:15]2[CH:16]=[C:17]3[C:9]([C:4]4[CH:5]=[CH:6][CH:7]=[CH:8][C:3]=4[O:2][CH3:1])=[CH:10][N:11]([S:27]([C:30]4[CH:31]=[CH:32][C:33]([CH3:36])=[CH:34][CH:35]=4)(=[O:28])=[O:29])[C:12]3=[N:13][CH:14]=2)[N:43]=[CH:42][N:41]=1)[C:45]([N:47]([CH3:49])[CH3:48])=[O:46])#[N:51], predict the reactants needed to synthesize it. The reactants are: [CH3:1][O:2][C:3]1[CH:8]=[CH:7][CH:6]=[CH:5][C:4]=1[C:9]1[C:17]2[C:12](=[N:13][CH:14]=[C:15](B3OC(C)(C)C(C)(C)O3)[CH:16]=2)[N:11]([S:27]([C:30]2[CH:35]=[CH:34][C:33]([CH3:36])=[CH:32][CH:31]=2)(=[O:29])=[O:28])[CH:10]=1.Cl[C:38]1[N:43]=[CH:42][N:41]=[C:40]([CH:44]([C:50]#[N:51])[C:45]([N:47]([CH3:49])[CH3:48])=[O:46])[CH:39]=1.C(=O)(O)[O-].[Na+]. (5) Given the product [Cl:14][C:15]1[CH:24]=[CH:23][CH:22]=[C:21]2[C:16]=1[CH2:17][CH2:18][N:19]([C:11]([C:9]1[CH:10]=[C:5]3[N:4]=[CH:3][C:2]([Cl:1])=[CH:7][N:6]3[N:8]=1)=[O:13])[N:20]2[CH3:25], predict the reactants needed to synthesize it. The reactants are: [Cl:1][C:2]1[CH:3]=[N:4][C:5]2[N:6]([N:8]=[C:9]([C:11]([OH:13])=O)[CH:10]=2)[CH:7]=1.[Cl:14][C:15]1[CH:24]=[CH:23][CH:22]=[C:21]2[C:16]=1[CH2:17][CH2:18][NH:19][N:20]2[CH3:25]. (6) Given the product [CH2:39]([S:41]([N:23]1[CH2:22][C:21]([CH2:25][C:26]#[N:27])([N:19]2[CH:20]=[C:16]([C:15]3[C:10]4[CH:9]=[CH:8][N:7]([CH2:6][O:5][CH2:4][CH2:3][Si:2]([CH3:28])([CH3:1])[CH3:29])[C:11]=4[N:12]=[CH:13][N:14]=3)[CH:17]=[N:18]2)[CH2:24]1)(=[O:43])=[O:42])[CH3:40], predict the reactants needed to synthesize it. The reactants are: [CH3:1][Si:2]([CH3:29])([CH3:28])[CH2:3][CH2:4][O:5][CH2:6][N:7]1[C:11]2[N:12]=[CH:13][N:14]=[C:15]([C:16]3[CH:17]=[N:18][N:19]([C:21]4([CH2:25][C:26]#[N:27])[CH2:24][NH:23][CH2:22]4)[CH:20]=3)[C:10]=2[CH:9]=[CH:8]1.C(N(CC)C(C)C)(C)C.[CH2:39]([S:41](Cl)(=[O:43])=[O:42])[CH3:40].Cl. (7) Given the product [ClH:1].[Cl:1][C:2]1[C:7]([C:8]2[C:9](=[O:23])[N:10]([CH:20]([CH3:22])[CH3:21])[C:11]3[C:16]([CH:17]=2)=[CH:15][N:14]=[C:13]([NH:18][CH3:19])[CH:12]=3)=[CH:6][C:5]([NH:24][C:25]([NH:27][C:28]2[CH:33]=[CH:32][CH:31]=[C:30]([F:34])[CH:29]=2)=[O:26])=[C:4]([F:35])[CH:3]=1, predict the reactants needed to synthesize it. The reactants are: [Cl:1][C:2]1[C:7]([C:8]2[C:9](=[O:23])[N:10]([CH:20]([CH3:22])[CH3:21])[C:11]3[C:16]([CH:17]=2)=[CH:15][N:14]=[C:13]([NH:18][CH3:19])[CH:12]=3)=[CH:6][C:5]([NH:24][C:25]([NH:27][C:28]2[CH:33]=[CH:32][CH:31]=[C:30]([F:34])[CH:29]=2)=[O:26])=[C:4]([F:35])[CH:3]=1.Cl. (8) Given the product [Br:17][C:11]1[C:12]([N+:14]([O-:16])=[O:15])=[CH:13][C:8]([NH2:7])=[CH:9][C:10]=1[CH3:18], predict the reactants needed to synthesize it. The reactants are: C(OC(=O)[NH:7][C:8]1[CH:13]=[C:12]([N+:14]([O-:16])=[O:15])[C:11]([Br:17])=[C:10]([CH3:18])[CH:9]=1)(C)(C)C.C(O)(C(F)(F)F)=O.[OH-].[Na+]. (9) The reactants are: [C:1]([O:5][C:6]([NH:8][C@H:9]([C:14]([OH:16])=O)[CH2:10][CH:11]([CH3:13])[CH3:12])=[O:7])([CH3:4])([CH3:3])[CH3:2].[CH3:17][S:18]([C:21]1[N:26]=[CH:25][C:24]([N:27]2[CH2:31][C@@H:30]3[C@@H:32]([NH2:35])[CH2:33][CH2:34][C@@H:29]3[CH2:28]2)=[CH:23][N:22]=1)(=[O:20])=[O:19].[CH2:36](N1C[C@@H]2[C@@H](N)CC[C@@H]2C1)C1C=CC=CC=1. Given the product [CH3:36][C:11]([CH3:12])([CH3:13])[CH2:10][C@H:9]([NH:8][C:6](=[O:7])[O:5][C:1]([CH3:2])([CH3:3])[CH3:4])[C:14]([NH:35][C@@H:32]1[C@@H:30]2[C@@H:29]([CH2:28][N:27]([C:24]3[CH:23]=[N:22][C:21]([S:18]([CH3:17])(=[O:19])=[O:20])=[N:26][CH:25]=3)[CH2:31]2)[CH2:34][CH2:33]1)=[O:16], predict the reactants needed to synthesize it. (10) Given the product [Br:20][C:16]1[CH:17]=[CH:18][CH:19]=[C:14]([CH2:12][CH:11]=[CH2:1])[CH:15]=1, predict the reactants needed to synthesize it. The reactants are: [CH3:1][Si]([N-][Si](C)(C)C)(C)C.[Na+].[CH3:11][C:12]([C:14]1[CH:19]=[CH:18][CH:17]=[C:16]([Br:20])[CH:15]=1)=O.